Predict the product of the given reaction. From a dataset of Forward reaction prediction with 1.9M reactions from USPTO patents (1976-2016). Given the reactants Cl.[Cl:2][C:3]1[CH:8]=[C:7]([Cl:9])[CH:6]=[CH:5][C:4]=1[CH2:10][CH2:11][NH:12][C:13]1[N:18]=[C:17]([O:19][CH3:20])[N:16]=[C:15]([C:21]2[CH:22]=[C:23]([C:27]([F:32])([F:31])[C:28]([OH:30])=[O:29])[CH:24]=[CH:25][CH:26]=2)[CH:14]=1.[CH2:33](O)[CH3:34], predict the reaction product. The product is: [CH2:33]([O:29][C:28](=[O:30])[C:27]([C:23]1[CH:24]=[CH:25][CH:26]=[C:21]([C:15]2[CH:14]=[C:13]([NH:12][CH2:11][CH2:10][C:4]3[CH:5]=[CH:6][C:7]([Cl:9])=[CH:8][C:3]=3[Cl:2])[N:18]=[C:17]([O:19][CH3:20])[N:16]=2)[CH:22]=1)([F:31])[F:32])[CH3:34].